From a dataset of Merck oncology drug combination screen with 23,052 pairs across 39 cell lines. Regression. Given two drug SMILES strings and cell line genomic features, predict the synergy score measuring deviation from expected non-interaction effect. (1) Drug 1: CC1(c2nc3c(C(N)=O)cccc3[nH]2)CCCN1. Drug 2: NC1CCCCC1N.O=C(O)C(=O)O.[Pt+2]. Cell line: A2780. Synergy scores: synergy=-3.39. (2) Drug 1: O=C(NOCC(O)CO)c1ccc(F)c(F)c1Nc1ccc(I)cc1F. Drug 2: CCc1cnn2c(NCc3ccc[n+]([O-])c3)cc(N3CCCCC3CCO)nc12. Cell line: NCIH460. Synergy scores: synergy=-3.12. (3) Synergy scores: synergy=12.2. Drug 1: Cn1c(=O)n(-c2ccc(C(C)(C)C#N)cc2)c2c3cc(-c4cnc5ccccc5c4)ccc3ncc21. Cell line: A2780. Drug 2: CCc1cnn2c(NCc3ccc[n+]([O-])c3)cc(N3CCCCC3CCO)nc12. (4) Drug 1: NC1(c2ccc(-c3nc4ccn5c(=O)[nH]nc5c4cc3-c3ccccc3)cc2)CCC1. Drug 2: CC(C)CC(NC(=O)C(Cc1ccccc1)NC(=O)c1cnccn1)B(O)O. Cell line: A375. Synergy scores: synergy=27.4. (5) Drug 1: CN1C(=O)C=CC2(C)C3CCC4(C)C(NC(=O)OCC(F)(F)F)CCC4C3CCC12. Drug 2: N.N.O=C(O)C1(C(=O)O)CCC1.[Pt]. Cell line: LOVO. Synergy scores: synergy=-0.0250. (6) Drug 1: COC12C(COC(N)=O)C3=C(C(=O)C(C)=C(N)C3=O)N1CC1NC12. Drug 2: COC1CC2CCC(C)C(O)(O2)C(=O)C(=O)N2CCCCC2C(=O)OC(C(C)CC2CCC(OP(C)(C)=O)C(OC)C2)CC(=O)C(C)C=C(C)C(O)C(OC)C(=O)C(C)CC(C)C=CC=CC=C1C. Cell line: DLD1. Synergy scores: synergy=9.39. (7) Drug 1: Cn1c(=O)n(-c2ccc(C(C)(C)C#N)cc2)c2c3cc(-c4cnc5ccccc5c4)ccc3ncc21. Drug 2: NC1CCCCC1N.O=C(O)C(=O)O.[Pt+2]. Cell line: NCIH2122. Synergy scores: synergy=3.57. (8) Drug 1: NC1CCCCC1N.O=C(O)C(=O)O.[Pt+2]. Drug 2: Cn1cc(-c2cnn3c(N)c(Br)c(C4CCCNC4)nc23)cn1. Cell line: LNCAP. Synergy scores: synergy=6.54.